This data is from Experimentally validated miRNA-target interactions with 360,000+ pairs, plus equal number of negative samples. The task is: Binary Classification. Given a miRNA mature sequence and a target amino acid sequence, predict their likelihood of interaction. (1) The miRNA is hsa-miR-6718-5p with sequence UAGUGGUCAGAGGGCUUAUGA. The protein sequence of the target gene is MQLTVKALQGRECSLQVPEDELVSTLKQLVSEKLNVPVRQQRLLFKGKALADGKRLSDYSIGPNSKLNLVVKPLEKVLLEEGEAQRLADSPPPQVWQLISKVLARHFSAADASRVLEQLQRDYERSLSRLTLDDIERLASRFLHPEVTETMEKGFSK. Result: 0 (no interaction). (2) The miRNA is hsa-miR-103a-3p with sequence AGCAGCAUUGUACAGGGCUAUGA. The protein sequence of the target gene is MSCGNEFVETLKKIGYPKADNLNGEDFDWLFEGVEDESFLKWFCGNVNEQNVLSERELEAFSILQKSGKPILEGAALDEALKTCKTSDLKTPRLDDKELEKLEDEVQTLLKLKNLKIQRRNKCQLMASVTSHKSLRLNAKEEEATKKLKQSQGILNAMITKISNELQALTDEVTQLMMFFRHSNLGQGTNPLVFLSQFSLEKYLSQEEQSTAALTLYTKKQFFQGIHEVVESSNEDNFQLLDIQTPSICDNQEILEERRLEMARLQLAYICAQHQLIHLKASNSSMKSSIKWAEESLHSL.... Result: 1 (interaction). (3) The miRNA is mmu-miR-466m-3p with sequence UACAUACACACAUACACACGCA. The protein sequence of the target gene is MNRGHRHGASSGCLGTMEVKSKFGAEFRRFSLERSKPGKFEEFYGLLQHVHKIPNVDVLVGYADIHGDLLPINNDDNYHKAVSTANPLLRIFIQKKEEADYSAFGTDTLIRKKNMLSNVLRPDNHRKKPHIVISMPQDFRPVSSIIDVDILPETHRRVRLYKYGTEKPLGFYIRDGSSVRVTPHGLEKVPGIFISRLVPGGLAQSTGLLAVNDEVLEVNGIEVSGKSLDQVTDMMIANSRNLIITVRPANQRNNVVRNSRTSGSSSQSTDNSLLGFPQQVEASFEPEDQDSDEDDIIIED.... Result: 1 (interaction).